From a dataset of Forward reaction prediction with 1.9M reactions from USPTO patents (1976-2016). Predict the product of the given reaction. (1) Given the reactants [O:1]=[C:2]1[NH:7][C:6](=[O:8])[CH:5]=[CH:4][N:3]1[CH:9]1[O:31][CH:12]2[CH2:13][O:14][Si](C(C)C)(C(C)C)O[Si](C(C)C)(C(C)C)[O:18][CH:11]2[CH:10]1[O:32][C:33](=[O:35])[CH3:34].C(N(CC)CC)C.F.F.F.C(N(CC)CC)C, predict the reaction product. The product is: [O:1]=[C:2]1[NH:7][C:6](=[O:8])[CH:5]=[CH:4][N:3]1[CH:9]1[CH:10]([O:32][C:33](=[O:35])[CH3:34])[CH:11]([OH:18])[CH:12]([CH2:13][OH:14])[O:31]1. (2) The product is: [F:17][C:6]1[CH:7]=[C:2]([F:1])[CH:3]=[CH:4][C:5]=1[C:8]1[CH:9]=[N:10][N:11]2[CH2:16][CH2:15][NH:14][CH2:13][C:12]=12. Given the reactants [F:1][C:2]1[CH:7]=[CH:6][C:5]([C:8]2[CH:9]=[N:10][N:11]3[CH2:16][CH2:15][NH:14][CH2:13][C:12]=23)=[CH:4][CH:3]=1.[F:17]C1C=C(F)C=CC=1B(O)O, predict the reaction product. (3) Given the reactants [N:1]1([CH2:6][CH2:7][CH2:8][NH:9]C(=O)OC(C)(C)C)[CH:5]=[CH:4][CH:3]=[N:2]1.[ClH:17], predict the reaction product. The product is: [ClH:17].[N:1]1([CH2:6][CH2:7][CH2:8][NH2:9])[CH:5]=[CH:4][CH:3]=[N:2]1. (4) Given the reactants [CH3:1][C:2]1[O:6][C:5]([C:7]([O:9]C)=[O:8])=[CH:4][C:3]=1[C:11]1[N:15]([CH3:16])[N:14]=[CH:13][CH:12]=1.[OH-].[Na+], predict the reaction product. The product is: [CH3:1][C:2]1[O:6][C:5]([C:7]([OH:9])=[O:8])=[CH:4][C:3]=1[C:11]1[N:15]([CH3:16])[N:14]=[CH:13][CH:12]=1. (5) Given the reactants [Cl:1][C:2]1[CH:7]=[C:6]([N+:8]([O-])=O)[CH:5]=[C:4]([CH3:11])[CH:3]=1.O.O.Cl[Sn]Cl, predict the reaction product. The product is: [Cl:1][C:2]1[CH:7]=[C:6]([NH2:8])[CH:5]=[C:4]([CH3:11])[CH:3]=1. (6) Given the reactants [CH3:1][O:2][C:3](=[O:40])[C:4]1[CH:9]=[C:8]([O:10][C:11]2[CH:16]=[CH:15][C:14]([C:17]3[CH:22]=[CH:21][C:20]([CH2:23][C:24]4[N:25]([CH2:37][CH3:38])[CH:26]=[C:27]([C:29]5[CH:34]=[CH:33][C:32]([Cl:35])=[CH:31][C:30]=5[Cl:36])[N:28]=4)=[CH:19][CH:18]=3)=[CH:13][CH:12]=2)[CH:7]=[CH:6][C:5]=1[NH2:39].[C:41]([CH2:45][C:46](Cl)=[O:47])([CH3:44])([CH3:43])[CH3:42].CCN(C(C)C)C(C)C, predict the reaction product. The product is: [CH3:1][O:2][C:3](=[O:40])[C:4]1[CH:9]=[C:8]([O:10][C:11]2[CH:12]=[CH:13][C:14]([C:17]3[CH:18]=[CH:19][C:20]([CH2:23][C:24]4[N:25]([CH2:37][CH3:38])[CH:26]=[C:27]([C:29]5[CH:34]=[CH:33][C:32]([Cl:35])=[CH:31][C:30]=5[Cl:36])[N:28]=4)=[CH:21][CH:22]=3)=[CH:15][CH:16]=2)[CH:7]=[CH:6][C:5]=1[NH:39][C:46](=[O:47])[CH2:45][C:41]([CH3:44])([CH3:43])[CH3:42]. (7) The product is: [ClH:38].[CH3:1][C:2]1[C:7]([O:8][C:9]2[C:10]([NH:22][C:23]3[S:27][N:26]=[C:25]([C@H:28]([OH:29])[CH2:32][OH:31])[N:24]=3)=[N:11][CH:12]=[C:13]([S:15][C:16]3[CH:21]=[CH:20][CH:19]=[CH:18][N:17]=3)[CH:14]=2)=[CH:6][CH:5]=[CH:4][N:3]=1. Given the reactants [CH3:1][C:2]1[C:7]([O:8][C:9]2[C:10]([NH:22][C:23]3[S:27][N:26]=[C:25]([C@H:28]4[CH2:32][O:31]C5(CCCCC5)[O:29]4)[N:24]=3)=[N:11][CH:12]=[C:13]([S:15][C:16]3[CH:21]=[CH:20][CH:19]=[CH:18][N:17]=3)[CH:14]=2)=[CH:6][CH:5]=[CH:4][N:3]=1.[ClH:38], predict the reaction product. (8) Given the reactants O[Li].O.[OH:4][C:5]([CH3:45])([CH2:43][OH:44])[CH2:6][CH2:7][C:8]1[CH:13]=[C:12]([CH3:14])[C:11]([C:15]2[C:20]([F:21])=[CH:19][C:18]([F:22])=[C:17]([CH2:23][O:24][C:25]3[N:30]=[CH:29][C:28]4[C@@H:31]5[C@@H:34]([C:35]([O:37]C(C)(C)C)=[O:36])[C@@H:32]5[CH2:33][C:27]=4[CH:26]=3)[CH:16]=2)=[C:10]([CH3:42])[CH:9]=1.Cl, predict the reaction product. The product is: [OH:4][C:5]([CH3:45])([CH2:43][OH:44])[CH2:6][CH2:7][C:8]1[CH:13]=[C:12]([CH3:14])[C:11]([C:15]2[C:20]([F:21])=[CH:19][C:18]([F:22])=[C:17]([CH2:23][O:24][C:25]3[N:30]=[CH:29][C:28]4[C@@H:31]5[C@@H:34]([C:35]([OH:37])=[O:36])[C@@H:32]5[CH2:33][C:27]=4[CH:26]=3)[CH:16]=2)=[C:10]([CH3:42])[CH:9]=1. (9) Given the reactants [CH2:1]=[CH:2][C:3]([CH2:6][CH2:7][CH:8]=[C:9]([CH3:11])[CH3:10])([CH3:5])[OH:4], predict the reaction product. The product is: [CH3:5][C:3]1([OH:4])[CH2:6][CH2:7][CH:8]=[CH:9]1.[CH2:1]=[CH:2][C:3]([CH2:6][CH2:7][CH:8]=[C:9]([CH3:11])[CH3:10])([CH3:5])[OH:4]. (10) Given the reactants [CH2:1]([C:3]1[CH:21]=[CH:20][C:6]([O:7][C:8]2[CH:13]=[CH:12][C:11]([C:14]3[O:15][C:16](=[O:19])[CH2:17][N:18]=3)=[CH:10][CH:9]=2)=[CH:5][CH:4]=1)[CH3:2].[CH:22]([O:25][C:26]1[CH:33]=[CH:32][C:29]([CH:30]=O)=[CH:28][CH:27]=1)([CH3:24])[CH3:23].C(N(CC)CC)C.O, predict the reaction product. The product is: [CH2:1]([C:3]1[CH:21]=[CH:20][C:6]([O:7][C:8]2[CH:9]=[CH:10][C:11]([C:14]3[O:15][C:16](=[O:19])/[C:17](=[CH:30]/[C:29]4[CH:32]=[CH:33][C:26]([O:25][CH:22]([CH3:24])[CH3:23])=[CH:27][CH:28]=4)/[N:18]=3)=[CH:12][CH:13]=2)=[CH:5][CH:4]=1)[CH3:2].